From a dataset of Full USPTO retrosynthesis dataset with 1.9M reactions from patents (1976-2016). Predict the reactants needed to synthesize the given product. (1) Given the product [CH3:9][O:8][C:6]1[N:5]=[CH:4][N:3]=[C:2]([C:11]#[N:10])[CH:7]=1, predict the reactants needed to synthesize it. The reactants are: Cl[C:2]1[CH:7]=[C:6]([O:8][CH3:9])[N:5]=[CH:4][N:3]=1.[N:10]12CCN(CC1)C[CH2:11]2.O. (2) Given the product [CH2:43]([C:25]1([CH3:49])[CH2:26][C@H:27]([C:36]2[CH:41]=[CH:40][CH:39]=[C:38]([Cl:42])[CH:37]=2)[C@@H:28]([C:29]2[CH:34]=[CH:33][C:32]([Cl:35])=[CH:31][N:30]=2)[N:23]([C@@H:20]([CH2:21][CH3:22])[CH2:19][O:18][Si:1]([C:14]([CH3:17])([CH3:16])[CH3:15])([C:8]2[CH:13]=[CH:12][CH:11]=[CH:10][CH:9]=2)[C:2]2[CH:7]=[CH:6][CH:5]=[CH:4][CH:3]=2)[C:24]1=[O:44])[CH:45]=[CH2:46], predict the reactants needed to synthesize it. The reactants are: [Si:1]([O:18][CH2:19][C@@H:20]([N:23]1[C@H:28]([C:29]2[CH:34]=[CH:33][C:32]([Cl:35])=[CH:31][N:30]=2)[C@@H:27]([C:36]2[CH:41]=[CH:40][CH:39]=[C:38]([Cl:42])[CH:37]=2)[CH2:26][CH:25]([CH3:43])[C:24]1=[O:44])[CH2:21][CH3:22])([C:14]([CH3:17])([CH3:16])[CH3:15])([C:8]1[CH:13]=[CH:12][CH:11]=[CH:10][CH:9]=1)[C:2]1[CH:7]=[CH:6][CH:5]=[CH:4][CH:3]=1.[CH2:45](Br)[CH:46]=C.[CH3:49][Si]([N-][Si](C)(C)C)(C)C.[Li+]. (3) Given the product [F:13][C:14]1[CH:19]=[C:18]([CH2:20][C:21]2[C:26](=[O:27])[N:25]([C:28]3[CH:29]=[CH:30][C:31]([O:34][CH:35]([CH3:36])[CH3:37])=[CH:32][CH:33]=3)[C:24]([CH3:38])=[N:23][C:22]=2[CH2:39][CH2:40][CH3:41])[CH:17]=[CH:16][C:15]=1[C:42]1[CH:47]=[CH:46][CH:45]=[CH:44][C:43]=1[C:48]1[NH:3][C:4](=[O:7])[O:5][N:49]=1, predict the reactants needed to synthesize it. The reactants are: [Cl-].O[NH3+:3].[C:4](=[O:7])([O-])[OH:5].[Na+].CS(C)=O.[F:13][C:14]1[CH:19]=[C:18]([CH2:20][C:21]2[C:26](=[O:27])[N:25]([C:28]3[CH:33]=[CH:32][C:31]([O:34][CH:35]([CH3:37])[CH3:36])=[CH:30][CH:29]=3)[C:24]([CH3:38])=[N:23][C:22]=2[CH2:39][CH2:40][CH3:41])[CH:17]=[CH:16][C:15]=1[C:42]1[C:43]([C:48]#[N:49])=[CH:44][CH:45]=[CH:46][CH:47]=1. (4) Given the product [C:24]1([S:30]([NH:14][NH:13][C:11]([C:3]2[CH:2]=[N:1][C:10]3[C:5]([CH:4]=2)=[CH:6][CH:7]=[CH:8][CH:9]=3)=[O:12])(=[O:32])=[O:31])[CH:29]=[CH:28][CH:27]=[CH:26][CH:25]=1, predict the reactants needed to synthesize it. The reactants are: [N:1]1[C:10]2[C:5](=[CH:6][CH:7]=[CH:8][CH:9]=2)[CH:4]=[C:3]([C:11]([NH:13][NH2:14])=[O:12])[CH:2]=1.C(N(CC)C(C)C)(C)C.[C:24]1([S:30](Cl)(=[O:32])=[O:31])[CH:29]=[CH:28][CH:27]=[CH:26][CH:25]=1. (5) Given the product [C:7]([C:9]1[CH:10]=[C:1]([C:2]([Cl:4])=[O:3])[CH:12]=[N:13][C:14]=1[O:15][CH:16]([CH3:18])[CH3:17])#[N:8], predict the reactants needed to synthesize it. The reactants are: [C:1](Cl)(=O)[C:2]([Cl:4])=[O:3].[C:7]([C:9]1[CH:10]=C(C(O)=O)[CH:12]=[N:13][C:14]=1[O:15][CH:16]([CH3:18])[CH3:17])#[N:8].CN(C=O)C. (6) Given the product [Cl:1][C:2]1[CH:3]=[C:4]([NH2:16])[C:5]([N:8]([CH2:10][CH2:11][CH2:12][N:13]([CH3:15])[CH3:14])[CH3:9])=[CH:6][CH:7]=1, predict the reactants needed to synthesize it. The reactants are: [Cl:1][C:2]1[CH:7]=[CH:6][C:5]([N:8]([CH2:10][CH2:11][CH2:12][N:13]([CH3:15])[CH3:14])[CH3:9])=[C:4]([N+:16]([O-])=O)[CH:3]=1.